Dataset: Full USPTO retrosynthesis dataset with 1.9M reactions from patents (1976-2016). Task: Predict the reactants needed to synthesize the given product. (1) Given the product [S:12]1[C:11]2[C:10]3[CH:13]=[CH:14][CH:15]=[CH:16][C:9]=3[S:8][C:7]3[CH:17]=[CH:18][CH:19]=[CH:20][C:6]=3[C:5]=2[CH:4]=[C:3]1[CH2:2][C:21]#[N:22], predict the reactants needed to synthesize it. The reactants are: Br[CH2:2][C:3]1[S:12][C:11]2[C:10]3[CH:13]=[CH:14][CH:15]=[CH:16][C:9]=3[S:8][C:7]3[CH:17]=[CH:18][CH:19]=[CH:20][C:6]=3[C:5]=2[CH:4]=1.[C-:21]#[N:22].[Na+]. (2) Given the product [C:8]([C:6]1[CH:5]=[CH:4][C:3]([C@@H:10]2[C:15]([C:16]#[N:17])=[C:14]([CH3:18])[N:13]([C:19]3[CH:24]=[CH:23][CH:22]=[C:21]([C:25]([F:26])([F:27])[F:28])[CH:20]=3)[C:12](=[O:29])[N:11]2[CH3:30])=[C:2]([S:38]([Cl:31])(=[O:40])=[O:39])[CH:7]=1)#[N:9], predict the reactants needed to synthesize it. The reactants are: N[C:2]1[CH:7]=[C:6]([C:8]#[N:9])[CH:5]=[CH:4][C:3]=1[C@@H:10]1[C:15]([C:16]#[N:17])=[C:14]([CH3:18])[N:13]([C:19]2[CH:24]=[CH:23][CH:22]=[C:21]([C:25]([F:28])([F:27])[F:26])[CH:20]=2)[C:12](=[O:29])[N:11]1[CH3:30].[ClH:31].O.[N+]([O-])([O-])=O.[Na+].[S:38](=[O:40])=[O:39]. (3) Given the product [CH:1]1([NH:7][C:8]2[CH:17]=[C:16]3[C:11]([C:12](=[O:28])[C:13]([CH:23]([OH:27])[C:24]([O:26][CH3:35])=[O:25])=[CH:14][N:15]3[CH:18]3[CH2:22][CH2:21][CH2:20][CH2:19]3)=[CH:10][C:9]=2[F:29])[CH2:2][CH2:3][CH2:4][CH2:5][CH2:6]1, predict the reactants needed to synthesize it. The reactants are: [CH:1]1([NH:7][C:8]2[CH:17]=[C:16]3[C:11]([C:12](=[O:28])[C:13]([CH:23]([OH:27])[C:24]([OH:26])=[O:25])=[CH:14][N:15]3[CH:18]3[CH2:22][CH2:21][CH2:20][CH2:19]3)=[CH:10][C:9]=2[F:29])[CH2:6][CH2:5][CH2:4][CH2:3][CH2:2]1.S(=O)(=O)(O)O.[C:35](=O)([O-])O.[Na+]. (4) Given the product [CH2:10]([Sn:1]([CH2:2][CH2:3][CH2:4][CH3:5])([CH2:6][CH2:7][CH2:8][CH3:9])[C:18]#[C:17][CH2:16][N:19]1[C:23](=[O:24])[C:22]2[C:21](=[CH:28][CH:27]=[CH:26][CH:25]=2)[C:20]1=[O:29])[CH2:11][CH2:12][CH3:13], predict the reactants needed to synthesize it. The reactants are: [Sn:1](OC)([CH2:10][CH2:11][CH2:12][CH3:13])([CH2:6][CH2:7][CH2:8][CH3:9])[CH2:2][CH2:3][CH2:4][CH3:5].[CH2:16]([N:19]1[C:23](=[O:24])[C:22]2=[CH:25][CH:26]=[CH:27][CH:28]=[C:21]2[C:20]1=[O:29])[C:17]#[CH:18].